From a dataset of Forward reaction prediction with 1.9M reactions from USPTO patents (1976-2016). Predict the product of the given reaction. (1) Given the reactants [Br:1][C:2]1[C:3]([F:12])=[C:4]2[C:10]([NH2:11])=[CH:9][NH:8][C:5]2=[N:6][CH:7]=1.[CH3:13][O:14][C:15]1[CH:29]=[CH:28][C:18]([CH2:19][N:20]2[CH:24]=[C:23]([C:25](O)=[O:26])[CH:22]=[N:21]2)=[CH:17][CH:16]=1.C1N(P(Cl)(N2C(=O)OCC2)=O)C(=O)OC1.C(N(CC)CC)C, predict the reaction product. The product is: [Br:1][C:2]1[C:3]([F:12])=[C:4]2[C:10]([NH:11][C:25]([C:23]3[CH:22]=[N:21][N:20]([CH2:19][C:18]4[CH:28]=[CH:29][C:15]([O:14][CH3:13])=[CH:16][CH:17]=4)[CH:24]=3)=[O:26])=[CH:9][NH:8][C:5]2=[N:6][CH:7]=1. (2) Given the reactants [S:1]1[C:5]2[CH:6]=[CH:7][CH:8]=[CH:9][C:4]=2[C:3]([N:10]2[CH2:15][CH2:14][N:13]([CH2:16][CH2:17][C:18]3[CH:19]=[CH:20][CH:21]=[C:22]4[C:27]=3[NH:26][CH2:25][CH2:24][CH:23]4[C:28]3[CH:33]=[CH:32][CH:31]=[CH:30][CH:29]=3)[CH2:12][CH2:11]2)=[N:2]1.[C:34](Cl)(=[O:36])[CH3:35].Cl, predict the reaction product. The product is: [S:1]1[C:5]2[CH:6]=[CH:7][CH:8]=[CH:9][C:4]=2[C:3]([N:10]2[CH2:15][CH2:14][N:13]([CH2:16][CH2:17][C:18]3[CH:19]=[CH:20][CH:21]=[C:22]4[C:27]=3[N:26]([C:34](=[O:36])[CH3:35])[CH2:25][CH2:24][CH:23]4[C:28]3[CH:33]=[CH:32][CH:31]=[CH:30][CH:29]=3)[CH2:12][CH2:11]2)=[N:2]1. (3) Given the reactants [CH3:1][O:2][C:3]([C:5]1[CH:10]=[CH:9][C:8]([CH:11]([CH3:17])[C:12](=[CH2:16])[C:13]([OH:15])=O)=[CH:7][CH:6]=1)=[O:4].CN(C(ON1N=NC2C=CC=NC1=2)=[N+](C)C)C.F[P-](F)(F)(F)(F)F.[NH2:42][C:43]1[C:48]([Br:49])=[CH:47][CH:46]=[CH:45][N+:44]=1[O-:50].C(N(C(C)C)CC)(C)C, predict the reaction product. The product is: [Br:49][C:48]1[C:43]([NH:42][C:13](=[O:15])[C:12](=[CH2:16])[CH:11]([C:8]2[CH:7]=[CH:6][C:5]([C:3]([O:2][CH3:1])=[O:4])=[CH:10][CH:9]=2)[CH3:17])=[N+:44]([O-:50])[CH:45]=[CH:46][CH:47]=1. (4) Given the reactants Cl[C:2]1[C:10]2[C:5](=[N:6][C:7]([NH:11][CH2:12][CH2:13][OH:14])=[N:8][CH:9]=2)[N:4]([CH3:15])[N:3]=1.C(=O)([O-])[O-].[K+].[K+].CC1(C)C(C)(C)OB([C:30]2[CH:36]=[CH:35][C:33]([NH2:34])=[CH:32][CH:31]=2)O1, predict the reaction product. The product is: [NH2:34][C:33]1[CH:35]=[CH:36][C:30]([C:2]2[C:10]3[C:5](=[N:6][C:7]([NH:11][CH2:12][CH2:13][OH:14])=[N:8][CH:9]=3)[N:4]([CH3:15])[N:3]=2)=[CH:31][CH:32]=1. (5) The product is: [C:1]([O:5][C:6]([N:8]1[CH2:12][CH2:11][CH2:10][C:9]1([C:16]([C:18]1[CH:23]=[CH:22][C:21]([Cl:24])=[C:20]([Cl:25])[N:19]=1)=[O:17])[CH2:13][CH2:14][CH3:15])=[O:7])([CH3:2])([CH3:3])[CH3:4]. Given the reactants [C:1]([O:5][C:6]([N:8]1[CH2:12][CH2:11][CH2:10][C:9]1([CH:16]([C:18]1[CH:23]=[CH:22][C:21]([Cl:24])=[C:20]([Cl:25])[N:19]=1)[OH:17])[CH2:13][CH2:14][CH3:15])=[O:7])([CH3:4])([CH3:3])[CH3:2], predict the reaction product. (6) Given the reactants [Cl:1][C:2]1[C:3]([OH:14])=[CH:4][C:5]([OH:13])=[C:6]([CH:12]=1)[C:7]([O:9][CH2:10][CH3:11])=[O:8].[CH3:15][O:16][C:17]1[CH:24]=[CH:23][C:20]([CH2:21]Cl)=[CH:19][CH:18]=1.C([O-])([O-])=O.[K+].[K+], predict the reaction product. The product is: [Cl:1][C:2]1[C:3]([O:14][CH2:21][C:20]2[CH:23]=[CH:24][C:17]([O:16][CH3:15])=[CH:18][CH:19]=2)=[CH:4][C:5]([OH:13])=[C:6]([CH:12]=1)[C:7]([O:9][CH2:10][CH3:11])=[O:8].